From a dataset of Reaction yield outcomes from USPTO patents with 853,638 reactions. Predict the reaction yield, written as a fraction of the theoretical maximum amount of product (1.0 means a 100% yield; for example, 0.34 means a 34% yield). (1) The catalyst is [Pd].CO. The reactants are [CH3:1][O:2][C:3]1[CH:4]=[CH:5][C:6]2[S:10][C:9]([C:11]([N:13]3[CH2:18][CH2:17][O:16][CH2:15][CH2:14]3)=[O:12])=[N:8][C:7]=2[C:19]=1[N+:20]([O-])=O. The product is [CH3:1][O:2][C:3]1[C:19]([NH2:20])=[C:7]2[N:8]=[C:9]([C:11]([N:13]3[CH2:14][CH2:15][O:16][CH2:17][CH2:18]3)=[O:12])[S:10][C:6]2=[CH:5][CH:4]=1. The yield is 0.910. (2) The reactants are C(=O)([O-])[O-].[K+].[K+].Cl[CH2:8][O:9][CH3:10].[OH:11][C:12]1[C:20]2[O:19][C:18]([CH3:22])([CH3:21])[C:17](=[O:23])[C:16]=2[C:15]([CH3:24])=[CH:14][C:13]=1[CH3:25].O.C(=O)(O)[O-].[Na+]. The catalyst is C(OCC)(=O)C.CN(C=O)C. The product is [CH3:10][O:9][CH2:8][O:11][C:12]1[C:20]2[O:19][C:18]([CH3:21])([CH3:22])[C:17](=[O:23])[C:16]=2[C:15]([CH3:24])=[CH:14][C:13]=1[CH3:25]. The yield is 0.820.